Task: Predict the reactants needed to synthesize the given product.. Dataset: Full USPTO retrosynthesis dataset with 1.9M reactions from patents (1976-2016) Given the product [Cl:18][C:19]1[CH:20]=[C:21]([CH:22]=[CH:23][CH:24]=1)[CH2:25][C:26]1[NH:17][C:15](=[O:16])[C:3]2[CH:4]=[N:5][N:6]([C:7]3[C:12]([CH3:13])=[CH:11][CH:10]=[CH:9][C:8]=3[CH3:14])[C:2]=2[N:1]=1, predict the reactants needed to synthesize it. The reactants are: [NH2:1][C:2]1[N:6]([C:7]2[C:12]([CH3:13])=[CH:11][CH:10]=[CH:9][C:8]=2[CH3:14])[N:5]=[CH:4][C:3]=1[C:15]([NH2:17])=[O:16].[Cl:18][C:19]1[CH:20]=[C:21]([CH2:25][C:26](OC)=O)[CH:22]=[CH:23][CH:24]=1.[H-].[Na+].Cl.